From a dataset of Peptide-MHC class II binding affinity with 134,281 pairs from IEDB. Regression. Given a peptide amino acid sequence and an MHC pseudo amino acid sequence, predict their binding affinity value. This is MHC class II binding data. (1) The peptide sequence is GFVGLCRTLGSKCVR. The MHC is DRB1_0802 with pseudo-sequence DRB1_0802. The binding affinity (normalized) is 0.625. (2) The peptide sequence is GATRERSLWIIFSKN. The MHC is DRB3_0202 with pseudo-sequence DRB3_0202. The binding affinity (normalized) is 0.171. (3) The peptide sequence is KLIGGIGGFVKVRQYDQILI. The MHC is DRB1_0301 with pseudo-sequence DRB1_0301. The binding affinity (normalized) is 0.188. (4) The peptide sequence is EKKYFAASQFEPLAA. The MHC is HLA-DQA10101-DQB10501 with pseudo-sequence HLA-DQA10101-DQB10501. The binding affinity (normalized) is 0.422. (5) The peptide sequence is NEMKINRQILDNA. The MHC is DRB4_0101 with pseudo-sequence DRB4_0103. The binding affinity (normalized) is 0.594. (6) The peptide sequence is PSFAGLRPTFDTRLM. The MHC is DRB1_0901 with pseudo-sequence DRB1_0901. The binding affinity (normalized) is 0.445. (7) The peptide sequence is NFRFLTEKGMKNVFD. The MHC is DRB1_1101 with pseudo-sequence DRB1_1101. The binding affinity (normalized) is 0.448.